Dataset: Reaction yield outcomes from USPTO patents with 853,638 reactions. Task: Predict the reaction yield, written as a fraction of the theoretical maximum amount of product (1.0 means a 100% yield; for example, 0.34 means a 34% yield). (1) The reactants are [NH2:1][C:2]1[CH:7]=[CH:6][C:5]([C:8]2[N:13]=[C:12]([N:14]3[CH2:20][CH:19]4[O:21][CH:16]([CH2:17][CH2:18]4)[CH2:15]3)[N:11]=[C:10]([C:22]3[CH:27]=[CH:26][C:25]([NH:28][C:29]([NH:31][CH3:32])=[O:30])=[CH:24][CH:23]=3)[N:9]=2)=[CH:4][CH:3]=1.[N:33]1[CH:38]=[CH:37][C:36]([NH:39][C:40](=O)[O:41]C2C=CC=CC=2)=[CH:35][CH:34]=1. No catalyst specified. The product is [CH3:32][NH:31][C:29]([NH:28][C:25]1[CH:26]=[CH:27][C:22]([C:10]2[N:11]=[C:12]([N:14]3[CH2:20][CH:19]4[O:21][CH:16]([CH2:17][CH2:18]4)[CH2:15]3)[N:13]=[C:8]([C:5]3[CH:4]=[CH:3][C:2]([NH:1][C:40](=[O:41])[NH:39][C:36]4[CH:37]=[CH:38][N:33]=[CH:34][CH:35]=4)=[CH:7][CH:6]=3)[N:9]=2)=[CH:23][CH:24]=1)=[O:30]. The yield is 0.0400. (2) The reactants are [ClH:1].[F:2][C:3]1[CH:8]=[CH:7][C:6]([C:9]2[C:17]3[C:16]([N:18]4[CH2:23][CH2:22][CH:21]([NH:24]C(=O)OC(C)(C)C)[CH2:20][CH2:19]4)=[N:15][CH:14]=[N:13][C:12]=3[O:11][C:10]=2[C:32]2[CH:37]=[CH:36][C:35]([N:38]([CH:40]=[O:41])[CH3:39])=[CH:34][CH:33]=2)=[CH:5][CH:4]=1. The catalyst is O1CCOCC1. The product is [ClH:1].[NH2:24][CH:21]1[CH2:20][CH2:19][N:18]([C:16]2[C:17]3[C:9]([C:6]4[CH:5]=[CH:4][C:3]([F:2])=[CH:8][CH:7]=4)=[C:10]([C:32]4[CH:37]=[CH:36][C:35]([N:38]([CH3:39])[CH:40]=[O:41])=[CH:34][CH:33]=4)[O:11][C:12]=3[N:13]=[CH:14][N:15]=2)[CH2:23][CH2:22]1. The yield is 0.880. (3) The reactants are [O:1]([C:9]1[CH:17]=[C:16]2[C:12]([CH:13]=[CH:14][NH:15]2)=[CH:11][CH:10]=1)[Si:2]([C:5]([CH3:8])([CH3:7])[CH3:6])([CH3:4])[CH3:3].[C:18](O[C:18]([O:20][C:21]([CH3:24])([CH3:23])[CH3:22])=[O:19])([O:20][C:21]([CH3:24])([CH3:23])[CH3:22])=[O:19]. The catalyst is ClCCl.CN(C)C1C=CN=CC=1. The product is [C:21]([O:20][C:18]([N:15]1[C:16]2[C:12](=[CH:11][CH:10]=[C:9]([O:1][Si:2]([C:5]([CH3:8])([CH3:7])[CH3:6])([CH3:4])[CH3:3])[CH:17]=2)[CH:13]=[CH:14]1)=[O:19])([CH3:24])([CH3:23])[CH3:22]. The yield is 0.910.